Predict the product of the given reaction. From a dataset of Forward reaction prediction with 1.9M reactions from USPTO patents (1976-2016). (1) Given the reactants [CH2:1]([O:8][C:9]1[CH:10]=[C:11]([F:21])[C:12]([F:20])=[C:13]2[C:17]=1[NH:16][CH2:15][C:14]2([CH3:19])[CH3:18])[C:2]1[CH:7]=[CH:6][CH:5]=[CH:4][CH:3]=1.Br[C:23]1[CH:28]=[CH:27][CH:26]=[CH:25][C:24]=1[N+:29]([O-:31])=[O:30].C1C=CC(P(C2C(C3C(P(C4C=CC=CC=4)C4C=CC=CC=4)=CC=C4C=3C=CC=C4)=C3C(C=CC=C3)=CC=2)C2C=CC=CC=2)=CC=1.C([O-])([O-])=O.[Cs+].[Cs+], predict the reaction product. The product is: [CH2:1]([O:8][C:9]1[CH:10]=[C:11]([F:21])[C:12]([F:20])=[C:13]2[C:17]=1[N:16]([C:23]1[CH:28]=[CH:27][CH:26]=[CH:25][C:24]=1[N+:29]([O-:31])=[O:30])[CH2:15][C:14]2([CH3:19])[CH3:18])[C:2]1[CH:3]=[CH:4][CH:5]=[CH:6][CH:7]=1. (2) The product is: [CH2:46]([O:48][C:49](=[O:70])[C@H:50]([O:52][C:53]1[CH:58]=[C:57]([NH:5][S:2]([CH3:1])(=[O:4])=[O:3])[N:56]=[C:55]([S:60][CH2:61][C:62]2[CH:67]=[CH:66][CH:65]=[C:64]([F:68])[C:63]=2[F:69])[N:54]=1)[CH3:51])[CH3:47]. Given the reactants [CH3:1][S:2]([NH2:5])(=[O:4])=[O:3].C1(P(C2CCCCC2)C2C=CC=CC=2C2C(C(C)C)=CC(C(C)C)=CC=2C(C)C)CCCCC1.C(=O)([O-])[O-].[Cs+].[Cs+].[CH2:46]([O:48][C:49](=[O:70])[C@H:50]([O:52][C:53]1[CH:58]=[C:57](Cl)[N:56]=[C:55]([S:60][CH2:61][C:62]2[CH:67]=[CH:66][CH:65]=[C:64]([F:68])[C:63]=2[F:69])[N:54]=1)[CH3:51])[CH3:47], predict the reaction product. (3) Given the reactants Br[C:2]1[CH:7]=[C:6]([C:8]([F:11])([F:10])[F:9])[CH:5]=[CH:4][C:3]=1/[CH:12]=[CH:13]/[C:14]([NH:16][C:17]1[CH:18]=[C:19]2[C:23](=[CH:24][CH:25]=1)[NH:22][CH:21]=[CH:20]2)=[O:15].[N:26]1[CH:31]=[CH:30][C:29](B(O)O)=[CH:28][CH:27]=1, predict the reaction product. The product is: [NH:22]1[C:23]2[C:19](=[CH:18][C:17]([NH:16][C:14](=[O:15])/[CH:13]=[CH:12]/[C:3]3[CH:4]=[CH:5][C:6]([C:8]([F:11])([F:10])[F:9])=[CH:7][C:2]=3[C:29]3[CH:30]=[CH:31][N:26]=[CH:27][CH:28]=3)=[CH:25][CH:24]=2)[CH:20]=[CH:21]1. (4) Given the reactants Cl.[NH:2]1[CH2:5][CH:4]([OH:6])[CH2:3]1.[CH:7]1([CH:12]([NH:16][C:17]([O:19][CH3:20])=[O:18])[C:13](O)=[O:14])[CH2:11][CH2:10][CH2:9][CH2:8]1.CCN(C(C)C)C(C)C.OS([O-])(=O)=O.[K+], predict the reaction product. The product is: [CH:7]1([CH:12]([NH:16][C:17](=[O:18])[O:19][CH3:20])[C:13]([N:2]2[CH2:5][CH:4]([OH:6])[CH2:3]2)=[O:14])[CH2:8][CH2:9][CH2:10][CH2:11]1. (5) Given the reactants [OH:1][C:2]1[N:6]([C:7]2[CH:12]=[C:11]([C:13]([O:15][CH3:16])=[O:14])[CH:10]=[CH:9][N:8]=2)[N:5]=[CH:4][CH:3]=1.O[CH2:18][C:19]1[CH:26]=[CH:25][C:24]([CH3:27])=[CH:23][C:20]=1[C:21]#[N:22], predict the reaction product. The product is: [C:21]([C:20]1[CH:23]=[C:24]([CH3:27])[CH:25]=[CH:26][C:19]=1[CH2:18][O:1][C:2]1[N:6]([C:7]2[CH:12]=[C:11]([C:13]([O:15][CH3:16])=[O:14])[CH:10]=[CH:9][N:8]=2)[N:5]=[CH:4][CH:3]=1)#[N:22]. (6) The product is: [I:1][C:2]1[C:10]2[N:9]([CH3:27])[C:8]3[CH2:11][CH2:12][NH:13][CH2:14][C:7]=3[C:6]=2[CH:5]=[CH:4][CH:3]=1. Given the reactants [I:1][C:2]1[C:10]2[NH:9][C:8]3[CH2:11][CH2:12][N:13](C(OC(C)(C)C)=O)[CH2:14][C:7]=3[C:6]=2[CH:5]=[CH:4][CH:3]=1.[OH-].[K+].IC.F[C:27](F)(F)C(O)=O.[OH-].[Na+], predict the reaction product.